From a dataset of Reaction yield outcomes from USPTO patents with 853,638 reactions. Predict the reaction yield, written as a fraction of the theoretical maximum amount of product (1.0 means a 100% yield; for example, 0.34 means a 34% yield). (1) The reactants are [CH:1]1([C:6]([C:8]2[CH:13]=[C:12]([CH3:14])[CH:11]=[CH:10][C:9]=2[NH:15][C:16](=[O:30])[NH:17][C:18]2[S:19][CH:20]=[C:21]([CH2:23][CH2:24]OS(C)(=O)=O)[N:22]=2)=[O:7])[CH2:5][CH2:4][CH2:3][CH2:2]1.[NH:31]1[CH2:36][CH2:35][NH:34][CH2:33][CH2:32]1. No catalyst specified. The product is [CH:1]1([C:6]([C:8]2[CH:13]=[C:12]([CH3:14])[CH:11]=[CH:10][C:9]=2[NH:15][C:16]([NH:17][C:18]2[S:19][CH:20]=[C:21]([CH2:23][CH2:24][N:31]3[CH2:36][CH2:35][NH:34][CH2:33][CH2:32]3)[N:22]=2)=[O:30])=[O:7])[CH2:2][CH2:3][CH2:4][CH2:5]1. The yield is 0.700. (2) The reactants are [Cl:1][C:2]1[CH:3]=[CH:4][C:5]2[N:6]([C:8]([CH2:11][OH:12])=[CH:9][N:10]=2)[N:7]=1. The catalyst is C(Cl)Cl.O=[Mn]=O. The product is [Cl:1][C:2]1[CH:3]=[CH:4][C:5]2[N:6]([C:8]([CH:11]=[O:12])=[CH:9][N:10]=2)[N:7]=1. The yield is 0.540. (3) The reactants are Cl[C:2]1[CH:7]=[C:6]([C:8]2[CH:13]=[C:12]([Cl:14])[CH:11]=[CH:10][C:9]=2[O:15][CH3:16])[N:5]=[C:4]([NH2:17])[N:3]=1.[CH3:18][O:19][C:20]1[CH:26]=[CH:25][C:23]([NH2:24])=[CH:22][CH:21]=1. No catalyst specified. The product is [Cl:14][C:12]1[CH:11]=[CH:10][C:9]([O:15][CH3:16])=[C:8]([C:6]2[N:5]=[C:4]([NH2:17])[N:3]=[C:2]([NH:24][C:23]3[CH:25]=[CH:26][C:20]([O:19][CH3:18])=[CH:21][CH:22]=3)[CH:7]=2)[CH:13]=1. The yield is 0.880. (4) The reactants are [C:1]([C:3]1[CH:8]=[CH:7][C:6]([C@@H:9]2[C:14]([C:15]#[N:16])=[C:13]([CH3:17])[N:12]([C:18]3[CH:23]=[CH:22][CH:21]=[C:20]([C:24]([F:27])([F:26])[F:25])[CH:19]=3)[C:11](=[O:28])[NH:10]2)=[C:5]([S:29]([CH3:32])(=[O:31])=[O:30])[CH:4]=1)#[N:2].[F:33][C:34]([F:45])([F:44])[C:35]1[CH:36]=[C:37](B(O)O)[CH:38]=[CH:39][CH:40]=1.N1C=CC=CC=1.C(N(CC)CC)C. The catalyst is ClCCl.C([O-])(=O)C.[Cu+2].C([O-])(=O)C. The product is [C:1]([C:3]1[CH:8]=[CH:7][C:6]([C@@H:9]2[C:14]([C:15]#[N:16])=[C:13]([CH3:17])[N:12]([C:18]3[CH:23]=[CH:22][CH:21]=[C:20]([C:24]([F:27])([F:26])[F:25])[CH:19]=3)[C:11](=[O:28])[N:10]2[C:39]2[CH:38]=[CH:37][CH:36]=[C:35]([C:34]([F:45])([F:44])[F:33])[CH:40]=2)=[C:5]([S:29]([CH3:32])(=[O:31])=[O:30])[CH:4]=1)#[N:2]. The yield is 0.260. (5) The reactants are [OH:1][C:2]1[C:11]2[C:10]([C:12]([O:14][CH2:15][CH3:16])=[O:13])=[CH:9][CH:8]=[CH:7][C:6]=2[N:5](CC2C=CC(OC)=CC=2)[C:4](=[O:26])[C:3]=1[C:27]1[CH:32]=[CH:31][CH:30]=[CH:29][CH:28]=1. The catalyst is FC(F)(F)C(O)=O. The product is [OH:1][C:2]1[C:11]2[C:10]([C:12]([O:14][CH2:15][CH3:16])=[O:13])=[CH:9][CH:8]=[CH:7][C:6]=2[NH:5][C:4](=[O:26])[C:3]=1[C:27]1[CH:32]=[CH:31][CH:30]=[CH:29][CH:28]=1. The yield is 0.320.